Dataset: Full USPTO retrosynthesis dataset with 1.9M reactions from patents (1976-2016). Task: Predict the reactants needed to synthesize the given product. (1) Given the product [Cl:14][C:11]1[C:22]2[C:17](=[CH:16][CH:25]=[CH:24][CH:23]=2)[CH2:18][CH2:19][C:20]=1[CH:21]=[O:27], predict the reactants needed to synthesize it. The reactants are: P(Cl)(Cl)(Cl)=O.CN(C)C=O.[CH:11]([Cl:14])(Cl)Cl.C[C:16]1[CH:25]=[C:24](C)[CH:23]=[C:22]2[C:17]=1[CH2:18][CH2:19][CH2:20][C:21]2=[O:27]. (2) Given the product [NH2:5][C:17]([CH3:18])([CH2:16][CH2:15][O:14][CH2:7][C:8]1[CH:13]=[CH:12][CH:11]=[CH:10][CH:9]=1)[C:1]#[N:2], predict the reactants needed to synthesize it. The reactants are: [C-:1]#[N:2].[Na+].[Cl-].[NH4+:5].N.[CH2:7]([O:14][CH2:15][CH2:16][C:17](=O)[CH3:18])[C:8]1[CH:13]=[CH:12][CH:11]=[CH:10][CH:9]=1. (3) Given the product [Br:1][C:2]1[CH:3]=[C:4]2[N:10]([CH2:11][CH:12]3[CH2:13][CH2:14][C:15]([F:18])([F:19])[CH2:16][CH2:17]3)[CH:9]=[C:8]([I:20])[C:5]2=[N:6][CH:7]=1, predict the reactants needed to synthesize it. The reactants are: [Br:1][C:2]1[CH:3]=[C:4]2[N:10]([CH2:11][CH:12]3[CH2:17][CH2:16][C:15]([F:19])([F:18])[CH2:14][CH2:13]3)[CH:9]=[CH:8][C:5]2=[N:6][CH:7]=1.[I:20]N1C(=O)CCC1=O. (4) Given the product [CH3:5][O:6][C:7]1[CH:8]=[C:9]2[C:14](=[CH:15][C:16]=1[O:17][CH2:2][CH2:3][OH:4])[N:13]=[CH:12][CH:11]=[C:10]2[O:18][C:19]1[C:20]([CH3:29])=[N:21][C:22]2[C:27]([CH:28]=1)=[CH:26][CH:25]=[CH:24][CH:23]=2, predict the reactants needed to synthesize it. The reactants are: Br[CH2:2][CH2:3][OH:4].[CH3:5][O:6][C:7]1[CH:8]=[C:9]2[C:14](=[CH:15][C:16]=1[OH:17])[N:13]=[CH:12][CH:11]=[C:10]2[O:18][C:19]1[C:20]([CH3:29])=[N:21][C:22]2[C:27]([CH:28]=1)=[CH:26][CH:25]=[CH:24][CH:23]=2.C(=O)([O-])[O-].[K+].[K+].O. (5) The reactants are: Cl[C:2]1[CH:7]=[CH:6][N:5]2[N:8]=[C:9]([C:23]3[CH:28]=[CH:27][C:26]([F:29])=[CH:25][CH:24]=3)[C:10]([C:11]3[CH:16]=[CH:15][N:14]=[C:13]([NH:17][CH:18]4[CH2:22][CH2:21][CH2:20][CH2:19]4)[N:12]=3)=[C:4]2[CH:3]=1.[CH3:30][O:31][CH2:32][CH2:33][NH2:34].C1(P(C2C=CC=CC=2)C2C=CC3C(=CC=CC=3)C=2C2C3C(=CC=CC=3)C=CC=2P(C2C=CC=CC=2)C2C=CC=CC=2)C=CC=CC=1.C(=O)([O-])[O-].[Cs+].[Cs+]. Given the product [CH:18]1([NH:17][C:13]2[N:12]=[C:11]([C:10]3[C:9]([C:23]4[CH:28]=[CH:27][C:26]([F:29])=[CH:25][CH:24]=4)=[N:8][N:5]4[CH:6]=[CH:7][C:2]([NH:34][CH2:33][CH2:32][O:31][CH3:30])=[CH:3][C:4]=34)[CH:16]=[CH:15][N:14]=2)[CH2:22][CH2:21][CH2:20][CH2:19]1, predict the reactants needed to synthesize it. (6) Given the product [O:9]1[C:8]2[CH:7]=[CH:6][C:5]([C:20]3[CH:29]=[CH:28][C:27]4[N:26]=[CH:25][C:24]5[N:30]=[CH:31][N:32]([C:33]6[CH:38]=[CH:37][C:36]([CH2:39][C:40]#[N:41])=[CH:35][CH:34]=6)[C:23]=5[C:22]=4[CH:21]=3)=[CH:4][C:3]=2[O:2][CH2:1]1, predict the reactants needed to synthesize it. The reactants are: [CH2:1]1[O:9][C:8]2[CH:7]=[CH:6][C:5](B(O)O)=[CH:4][C:3]=2[O:2]1.C(=O)([O-])[O-].[Na+].[Na+].Br[C:20]1[CH:29]=[CH:28][C:27]2[N:26]=[CH:25][C:24]3[N:30]=[CH:31][N:32]([C:33]4[CH:38]=[CH:37][C:36]([CH2:39][C:40]#[N:41])=[CH:35][CH:34]=4)[C:23]=3[C:22]=2[CH:21]=1. (7) Given the product [CH2:23]([O:22][C:20](=[O:21])[C:19]([F:26])([F:25])[C@@:8]([C:3]1[CH:4]=[CH:5][CH:6]=[CH:7][C:2]=1[F:1])([NH:11][S@@:12]([C:14]([CH3:16])([CH3:17])[CH3:15])=[O:13])[CH2:9][CH3:10])[CH3:24], predict the reactants needed to synthesize it. The reactants are: [F:1][C:2]1[CH:7]=[CH:6][CH:5]=[CH:4][C:3]=1/[C:8](=[N:11]/[S@@:12]([C:14]([CH3:17])([CH3:16])[CH3:15])=[O:13])/[CH2:9][CH3:10].Br[C:19]([F:26])([F:25])[C:20]([O:22][CH2:23][CH3:24])=[O:21]. (8) Given the product [NH:16]1[CH2:17][CH2:18][CH2:19][CH2:20][CH:14]([NH:13][C:11]([C:6]2[N:7]=[C:8]([CH3:10])[S:9][C:5]=2[NH:4][C:2]([NH2:1])=[O:3])=[O:12])[CH2:15]1, predict the reactants needed to synthesize it. The reactants are: [NH2:1][C:2]([NH:4][C:5]1[S:9][C:8]([CH3:10])=[N:7][C:6]=1[C:11]([NH:13][C@H:14]1[CH2:20][CH2:19][CH2:18][CH2:17][N:16](C(OC(C)(C)C)=O)[CH2:15]1)=[O:12])=[O:3].